This data is from Full USPTO retrosynthesis dataset with 1.9M reactions from patents (1976-2016). The task is: Predict the reactants needed to synthesize the given product. (1) The reactants are: [F:1][C:2]1[C:7]([N+:8]([O-:10])=[O:9])=[CH:6][CH:5]=[CH:4][C:3]=1[CH3:11].[Br:12]N1C(=O)CCC1=O. Given the product [Br:12][CH2:11][C:3]1[CH:4]=[CH:5][CH:6]=[C:7]([N+:8]([O-:10])=[O:9])[C:2]=1[F:1], predict the reactants needed to synthesize it. (2) Given the product [F:1][C:2]1[CH:3]=[C:4]([N:9]2[CH2:14][CH2:13][CH2:12][N:11]3[N:15]=[C:16]([NH:18][C:20]4[CH:25]=[CH:24][C:23]([N:26]5[CH:30]=[C:29]([CH3:31])[N:28]=[CH:27]5)=[C:22]([O:32][CH3:33])[CH:21]=4)[N:17]=[C:10]23)[CH:5]=[CH:6][C:7]=1[F:8], predict the reactants needed to synthesize it. The reactants are: [F:1][C:2]1[CH:3]=[C:4]([N:9]2[CH2:14][CH2:13][CH2:12][N:11]3[N:15]=[C:16]([NH2:18])[N:17]=[C:10]23)[CH:5]=[CH:6][C:7]=1[F:8].Br[C:20]1[CH:25]=[CH:24][C:23]([N:26]2[CH:30]=[C:29]([CH3:31])[N:28]=[CH:27]2)=[C:22]([O:32][CH3:33])[CH:21]=1.C(Cl)Cl. (3) Given the product [C:1]([C:3]1[C:13]2[O:12][CH2:11][CH2:10][N:9]([C:14]([O:16][C:17]([CH3:18])([CH3:19])[CH3:20])=[O:15])[CH:8]([CH2:21][CH2:22][OH:23])[C:7]=2[CH:6]=[CH:5][CH:4]=1)#[N:2], predict the reactants needed to synthesize it. The reactants are: [C:1]([C:3]1[C:13]2[O:12][CH2:11][CH2:10][N:9]([C:14]([O:16][C:17]([CH3:20])([CH3:19])[CH3:18])=[O:15])[CH:8]([CH2:21][C:22](OCC)=[O:23])[C:7]=2[CH:6]=[CH:5][CH:4]=1)#[N:2].[BH4-].[Li+].C1COCC1.C(OCC)C. (4) Given the product [Cl:1][C:2]1[CH:3]=[N:4][CH:5]=[C:6]([Cl:20])[C:7]=1[S:8][C:9]1[S:13][C:12]([C:14]([NH:28][CH2:27][C:26]2[CH:29]=[CH:30][CH:31]=[C:24]([O:23][CH2:21][CH3:22])[CH:25]=2)=[O:15])=[CH:11][C:10]=1[N+:17]([O-:19])=[O:18], predict the reactants needed to synthesize it. The reactants are: [Cl:1][C:2]1[CH:3]=[N:4][CH:5]=[C:6]([Cl:20])[C:7]=1[S:8][C:9]1[S:13][C:12]([C:14](Cl)=[O:15])=[CH:11][C:10]=1[N+:17]([O-:19])=[O:18].[CH2:21]([O:23][C:24]1[CH:25]=[C:26]([CH:29]=[CH:30][CH:31]=1)[CH2:27][NH2:28])[CH3:22]. (5) Given the product [Cl:12][C:3]1[NH:11][C:6]2=[N:7][CH:8]=[CH:9][CH:10]=[C:5]2[N:4]=1, predict the reactants needed to synthesize it. The reactants are: CS[C:3]1[NH:11][C:6]2=[N:7][CH:8]=[CH:9][CH:10]=[C:5]2[N:4]=1.[ClH:12].